From a dataset of Peptide-MHC class I binding affinity with 185,985 pairs from IEDB/IMGT. Regression. Given a peptide amino acid sequence and an MHC pseudo amino acid sequence, predict their binding affinity value. This is MHC class I binding data. (1) The peptide sequence is GYIGSHTVLEL. The binding affinity (normalized) is 0.581. The MHC is H-2-Kd with pseudo-sequence H-2-Kd. (2) The peptide sequence is FQMGGIGPM. The MHC is HLA-B15:42 with pseudo-sequence HLA-B15:42. The binding affinity (normalized) is 0.213. (3) The binding affinity (normalized) is 0.0847. The peptide sequence is RKMPHLFSK. The MHC is HLA-A25:01 with pseudo-sequence HLA-A25:01. (4) The peptide sequence is LACAGLAYK. The MHC is HLA-A31:01 with pseudo-sequence HLA-A31:01. The binding affinity (normalized) is 0.275. (5) The peptide sequence is RPAPATGAL. The MHC is HLA-B15:09 with pseudo-sequence HLA-B15:09. The binding affinity (normalized) is 0.596. (6) The peptide sequence is IITASILLW. The MHC is HLA-B57:01 with pseudo-sequence HLA-B57:01. The binding affinity (normalized) is 0.777. (7) The peptide sequence is QYNLSHSYAV. The MHC is HLA-A23:01 with pseudo-sequence HLA-A23:01. The binding affinity (normalized) is 0.459. (8) The peptide sequence is TVYPKTHYV. The MHC is HLA-B15:42 with pseudo-sequence HLA-B15:42. The binding affinity (normalized) is 0.213.